From a dataset of Peptide-MHC class I binding affinity with 185,985 pairs from IEDB/IMGT. Regression. Given a peptide amino acid sequence and an MHC pseudo amino acid sequence, predict their binding affinity value. This is MHC class I binding data. (1) The peptide sequence is MSRKLHRYI. The MHC is HLA-A24:03 with pseudo-sequence HLA-A24:03. The binding affinity (normalized) is 0.0847. (2) The peptide sequence is LPAEVRAAF. The MHC is HLA-A03:01 with pseudo-sequence HLA-A03:01. The binding affinity (normalized) is 0.0847. (3) The peptide sequence is LDEWSVATFY. The MHC is HLA-A26:01 with pseudo-sequence HLA-A26:01. The binding affinity (normalized) is 0.0784. (4) The binding affinity (normalized) is 0.226. The MHC is HLA-A68:02 with pseudo-sequence HLA-A68:02. The peptide sequence is LVGLLSNAAS. (5) The peptide sequence is QTDNDIWFW. The MHC is HLA-B51:01 with pseudo-sequence HLA-B51:01. The binding affinity (normalized) is 0.0847. (6) The peptide sequence is ETKLGKAGY. The MHC is HLA-A31:01 with pseudo-sequence HLA-A31:01. The binding affinity (normalized) is 0.